Dataset: Reaction yield outcomes from USPTO patents with 853,638 reactions. Task: Predict the reaction yield, written as a fraction of the theoretical maximum amount of product (1.0 means a 100% yield; for example, 0.34 means a 34% yield). The reactants are [NH2:1][C:2]1[C:6](Br)=[C:5]([C:8]2[CH:13]=[CH:12][CH:11]=[CH:10][CH:9]=2)[S:4][C:3]=1[C:14]([O:16][CH3:17])=[O:15].CC1(C)C(C)(C)OB([C:26]2[CH:27]=[C:28]3[C:32](=[CH:33][CH:34]=2)[NH:31][CH:30]=[CH:29]3)O1.[F-].[Cs+]. The catalyst is COCCOC.CO.[Pd].C1(P(C2C=CC=CC=2)C2C=CC=CC=2)C=CC=CC=1.C1(P(C2C=CC=CC=2)C2C=CC=CC=2)C=CC=CC=1.C1(P(C2C=CC=CC=2)C2C=CC=CC=2)C=CC=CC=1.C1(P(C2C=CC=CC=2)C2C=CC=CC=2)C=CC=CC=1. The product is [NH2:1][C:2]1[C:6]([C:26]2[CH:27]=[C:28]3[C:32](=[CH:33][CH:34]=2)[NH:31][CH:30]=[CH:29]3)=[C:5]([C:8]2[CH:13]=[CH:12][CH:11]=[CH:10][CH:9]=2)[S:4][C:3]=1[C:14]([O:16][CH3:17])=[O:15]. The yield is 0.710.